Dataset: Catalyst prediction with 721,799 reactions and 888 catalyst types from USPTO. Task: Predict which catalyst facilitates the given reaction. (1) Reactant: [CH2:1]([C:3]1[C:24]([CH2:25][CH3:26])=[CH:23][C:22]2[C:5](=[CH:6][C:7]3[C:8](=[O:28])[C:9]4[C:18]([C:19](=[O:27])[C:20]=3[CH:21]=2)=[CH:17][C:16]2[C:11](=[CH:12][CH:13]=[CH:14][CH:15]=2)[CH:10]=4)[CH:4]=1)[CH3:2].C([BH-](CC)CC)C.[Li+].Cl. Product: [CH2:25]([C:24]1[C:3]([CH2:1][CH3:2])=[CH:4][C:5]2[C:22](=[CH:21][C:20]3[CH:19]([OH:27])[C:18]4[C:9]([CH:8]([OH:28])[C:7]=3[CH:6]=2)=[CH:10][C:11]2[C:16](=[CH:15][CH:14]=[CH:13][CH:12]=2)[CH:17]=4)[CH:23]=1)[CH3:26]. The catalyst class is: 1. (2) Reactant: Cl[C:2]1[CH:7]=[CH:6][NH:5][C:4](=[O:8])[C:3]=1[C:9]1[NH:10][C:11]2[CH:17]=[C:16]([C:18]#[N:19])[CH:15]=[C:14]([CH3:20])[C:12]=2[N:13]=1.CN1CCOCC1.[NH2:28][C@@H:29]([CH2:32][C:33]1[CH:38]=[CH:37][CH:36]=[CH:35][CH:34]=1)[CH2:30][OH:31]. Product: [OH:31][CH2:30][C@@H:29]([NH:28][C:2]1[CH:7]=[CH:6][NH:5][C:4](=[O:8])[C:3]=1[C:9]1[NH:10][C:11]2[CH:17]=[C:16]([C:18]#[N:19])[CH:15]=[C:14]([CH3:20])[C:12]=2[N:13]=1)[CH2:32][C:33]1[CH:34]=[CH:35][CH:36]=[CH:37][CH:38]=1. The catalyst class is: 3. (3) Reactant: N12CCN(CC1)CC2.[CH3:9][N:10]([CH3:15])[S:11](Cl)(=[O:13])=[O:12].[Br:16][C:17]1[C:18]([CH3:22])=[N:19][NH:20][CH:21]=1. Product: [CH3:9][N:10]([CH3:15])[S:11]([N:20]1[CH:21]=[C:17]([Br:16])[C:18]([CH3:22])=[N:19]1)(=[O:13])=[O:12]. The catalyst class is: 10.